Binary Classification. Given a drug SMILES string, predict its activity (active/inactive) in a high-throughput screening assay against a specified biological target. From a dataset of Cav3 T-type calcium channel HTS with 100,875 compounds. (1) The drug is S(=O)(=O)(N1CCN(CCC1)Cc1cc(F)ccc1)c1ccc(OC)cc1. The result is 0 (inactive). (2) The compound is s1c(nnc1N(C(=O)c1oncc1)C)c1ccc(OC)cc1. The result is 0 (inactive). (3) The compound is Clc1cc(Oc2nc3c(nc2)cccc3)ccc1. The result is 0 (inactive). (4) The compound is S(=O)(=O)(Cc1oc(C(=O)N2CC(N(CC2)c2ccc(cc2)C)C)cc1)c1c(OC)cccc1. The result is 0 (inactive).